This data is from Full USPTO retrosynthesis dataset with 1.9M reactions from patents (1976-2016). The task is: Predict the reactants needed to synthesize the given product. (1) Given the product [CH2:18]([O:17][C:15]1[C:14]([Cl:21])=[CH:13][C:9]2[CH:10]([CH3:12])[CH2:11][NH:5][CH2:6][CH2:7][C:8]=2[CH:16]=1)[CH:19]=[CH2:20], predict the reactants needed to synthesize it. The reactants are: FC(F)(F)C([N:5]1[CH2:11][CH:10]([CH3:12])[C:9]2[CH:13]=[C:14]([Cl:21])[C:15]([O:17][CH2:18][CH:19]=[CH2:20])=[CH:16][C:8]=2[CH2:7][CH2:6]1)=O.[OH-].[Na+]. (2) Given the product [Br:12][CH2:1][C:2]1[CH:7]=[CH:6][CH:5]=[CH:4][C:3]=1[S:8]([Cl:11])(=[O:9])=[O:10], predict the reactants needed to synthesize it. The reactants are: [CH3:1][C:2]1[CH:7]=[CH:6][CH:5]=[CH:4][C:3]=1[S:8]([Cl:11])(=[O:10])=[O:9].[Br:12]N1C(=O)CCC1=O. (3) Given the product [F:8][C:9]1[CH:14]=[CH:13][CH:12]=[CH:11][C:10]=1[N:15]1[C:23]2[C:18](=[C:19]([N:24]3[CH2:31][C@@H:30]4[C@@H:26]([CH2:27][N:28]([S:34]([CH3:33])(=[O:36])=[O:35])[CH2:29]4)[C:25]3=[O:32])[CH:20]=[CH:21][CH:22]=2)[CH:17]=[N:16]1, predict the reactants needed to synthesize it. The reactants are: C(N(CC)CC)C.[F:8][C:9]1[CH:14]=[CH:13][CH:12]=[CH:11][C:10]=1[N:15]1[C:23]2[C:18](=[C:19]([N:24]3[CH2:31][C@@H:30]4[C@@H:26]([CH2:27][NH:28][CH2:29]4)[C:25]3=[O:32])[CH:20]=[CH:21][CH:22]=2)[CH:17]=[N:16]1.[CH3:33][S:34](Cl)(=[O:36])=[O:35]. (4) Given the product [Cl:16][CH2:12][N:5]1[C:6]2[C:11](=[CH:10][CH:9]=[CH:8][CH:7]=2)[C:3]([C:1]#[N:2])=[CH:4]1, predict the reactants needed to synthesize it. The reactants are: [C:1]([C:3]1[C:11]2[C:6](=[CH:7][CH:8]=[CH:9][CH:10]=2)[N:5]([CH2:12]O)[CH:4]=1)#[N:2].S(Cl)([Cl:16])=O. (5) Given the product [F:9][C:5]1[CH:6]=[C:7]([CH3:8])[C:2]([C:10]#[N:11])=[N:3][CH:4]=1, predict the reactants needed to synthesize it. The reactants are: Cl[C:2]1[C:7]([CH3:8])=[CH:6][C:5]([F:9])=[CH:4][N:3]=1.[CH3:10][N:11](C=O)C. (6) Given the product [Si:1]([O:18][CH2:19][C:20]1[C:25]([N:26]2[CH2:31][C@@H:30]([CH3:32])[O:29][C@H:28]([CH3:33])[CH2:27]2)=[C:24]([F:34])[C:23]([F:35])=[C:22]([C:38](=[O:39])[CH:37]([F:44])[F:36])[CH:21]=1)([C:14]([CH3:16])([CH3:17])[CH3:15])([C:2]1[CH:7]=[CH:6][CH:5]=[CH:4][CH:3]=1)[C:8]1[CH:13]=[CH:12][CH:11]=[CH:10][CH:9]=1, predict the reactants needed to synthesize it. The reactants are: [Si:1]([O:18][CH2:19][C:20]1[C:25]([N:26]2[CH2:31][C@@H:30]([CH3:32])[O:29][C@H:28]([CH3:33])[CH2:27]2)=[C:24]([F:34])[C:23]([F:35])=[CH:22][CH:21]=1)([C:14]([CH3:17])([CH3:16])[CH3:15])([C:8]1[CH:13]=[CH:12][CH:11]=[CH:10][CH:9]=1)[C:2]1[CH:7]=[CH:6][CH:5]=[CH:4][CH:3]=1.[F:36][CH:37]([F:44])[C:38](N(OC)C)=[O:39].C1COCC1. (7) Given the product [Cl:1][C:2]1[CH:10]=[C:9]2[C:5]([C@:6]3([C@@H:12]([C:21]4[CH:26]=[CH:25][CH:24]=[C:23]([Cl:27])[CH:22]=4)[CH2:13][C:14](=[O:20])[NH:28][CH2:15][C@H:16]3[O:17][CH2:18][CH3:19])[C:7](=[O:11])[NH:8]2)=[CH:4][CH:3]=1.[Cl:1][C:2]1[CH:10]=[C:9]2[C:5]([C@@:6]3([C@H:12]([C:21]4[CH:26]=[CH:25][CH:24]=[C:23]([Cl:27])[CH:22]=4)[CH2:13][C:14](=[O:20])[NH:28][CH2:15][C@@H:16]3[O:17][CH2:18][CH3:19])[C:7](=[O:11])[NH:8]2)=[CH:4][CH:3]=1.[Cl:1][C:2]1[CH:10]=[C:9]2[C:5]([C@:6]3([C@@H:16]([O:17][CH2:18][CH3:19])[CH2:15][C:14](=[O:20])[NH:28][CH2:13][C@H:12]3[C:21]3[CH:26]=[CH:25][CH:24]=[C:23]([Cl:27])[CH:22]=3)[C:7](=[O:11])[NH:8]2)=[CH:4][CH:3]=1.[Cl:1][C:2]1[CH:10]=[C:9]2[C:5]([C@@:6]3([C@H:16]([O:17][CH2:18][CH3:19])[CH2:15][C:14](=[O:20])[NH:28][CH2:13][C@@H:12]3[C:21]3[CH:26]=[CH:25][CH:24]=[C:23]([Cl:27])[CH:22]=3)[C:7](=[O:11])[NH:8]2)=[CH:4][CH:3]=1, predict the reactants needed to synthesize it. The reactants are: [Cl:1][C:2]1[CH:10]=[C:9]2[C:5]([C:6]3([CH:16]([O:17][CH2:18][CH3:19])[CH2:15][C:14](=[O:20])[CH2:13][CH:12]3[C:21]3[CH:26]=[CH:25][CH:24]=[C:23]([Cl:27])[CH:22]=3)[C:7](=[O:11])[NH:8]2)=[CH:4][CH:3]=1.[NH2:28]O.Cl.[OH-].[Na+].[Cl-]. (8) Given the product [ClH:26].[CH3:1][O:2][C:3]1[CH:4]=[CH:5][C:6]([N:9]2[C:13]([C:14]3[CH:21]=[CH:20][C:17]([CH2:18][NH2:19])=[CH:16][CH:15]=3)=[CH:12][C:11]([C:22]([F:25])([F:23])[F:24])=[N:10]2)=[CH:7][CH:8]=1, predict the reactants needed to synthesize it. The reactants are: [CH3:1][O:2][C:3]1[CH:8]=[CH:7][C:6]([N:9]2[C:13]([C:14]3[CH:21]=[CH:20][C:17]([C:18]#[N:19])=[CH:16][CH:15]=3)=[CH:12][C:11]([C:22]([F:25])([F:24])[F:23])=[N:10]2)=[CH:5][CH:4]=1.[ClH:26]. (9) The reactants are: [F:1][C:2]([F:13])([F:12])[C:3]1[CH:11]=[CH:10][C:6]([C:7](O)=[O:8])=[CH:5][N:4]=1. Given the product [F:12][C:2]([F:1])([F:13])[C:3]1[N:4]=[CH:5][C:6]([CH2:7][OH:8])=[CH:10][CH:11]=1, predict the reactants needed to synthesize it.